From a dataset of Forward reaction prediction with 1.9M reactions from USPTO patents (1976-2016). Predict the product of the given reaction. (1) Given the reactants [NH2:1][C:2]1[C:11]([C:12]([O:14]N2C3C=CC=CC=3N=N2)=O)=[C:5]2[N:6]=[CH:7][C:8]([F:10])=[CH:9][N:4]2[N:3]=1.[CH3:24][N:25]1[CH2:30][CH2:29][CH2:28][C@@H:27]([O:31][C:32]2[C:37]([NH2:38])=[CH:36][N:35]=[CH:34][N:33]=2)[CH2:26]1, predict the reaction product. The product is: [NH2:1][C:2]1[C:11]([C:12]([NH:38][C:37]2[C:32]([O:31][C@@H:27]3[CH2:28][CH2:29][CH2:30][N:25]([CH3:24])[CH2:26]3)=[N:33][CH:34]=[N:35][CH:36]=2)=[O:14])=[C:5]2[N:6]=[CH:7][C:8]([F:10])=[CH:9][N:4]2[N:3]=1. (2) Given the reactants Cl[CH2:2][C:3]1[N:13]([CH2:14][CH2:15][CH:16]2[CH2:21][CH2:20][CH2:19][CH2:18][CH2:17]2)[C:6]2[N:7]=[C:8]([C:11]#[N:12])[N:9]=[CH:10][C:5]=2[CH:4]=1.[C:22]([O:26][C:27]([N:29]1[CH2:34][CH2:33][CH:32]([N:35]2[C:39]3[CH:40]=[CH:41][CH:42]=[CH:43][C:38]=3[NH:37][C:36]2=[O:44])[CH2:31][CH2:30]1)=[O:28])([CH3:25])([CH3:24])[CH3:23].[H-].[Na+], predict the reaction product. The product is: [C:22]([O:26][C:27]([N:29]1[CH2:34][CH2:33][CH:32]([N:35]2[C:39]3[CH:40]=[CH:41][CH:42]=[CH:43][C:38]=3[N:37]([CH2:2][C:3]3[N:13]([CH2:14][CH2:15][CH:16]4[CH2:21][CH2:20][CH2:19][CH2:18][CH2:17]4)[C:6]4[N:7]=[C:8]([C:11]#[N:12])[N:9]=[CH:10][C:5]=4[CH:4]=3)[C:36]2=[O:44])[CH2:31][CH2:30]1)=[O:28])([CH3:25])([CH3:23])[CH3:24]. (3) Given the reactants C([O:8][N:9]1[C:15](=[O:16])[N:14]2[CH2:17][C@H:10]1[CH2:11][CH2:12][C@H:13]2[C:18]([NH:20][C:21]1[CH:26]=[CH:25][N:24]=[C:23]([N:27]([CH3:29])[CH3:28])[CH:22]=1)=[O:19])C1C=CC=CC=1, predict the reaction product. The product is: [CH3:28][N:27]([CH3:29])[C:23]1[CH:22]=[C:21]([NH:20][C:18]([C@@H:13]2[CH2:12][CH2:11][C@@H:10]3[CH2:17][N:14]2[C:15](=[O:16])[N:9]3[OH:8])=[O:19])[CH:26]=[CH:25][N:24]=1. (4) Given the reactants Cl[C:2]1[N:3]=[CH:4][C:5]([C:13]([N:15]2[CH2:20][CH2:19][O:18][CH2:17][CH2:16]2)=[O:14])=[C:6]2[C:10]([CH3:11])=[CH:9][N:8]([CH3:12])[C:7]=12.[F:21][C:22]1[CH:23]=[C:24]([CH:26]=[C:27]([F:29])[CH:28]=1)[NH2:25], predict the reaction product. The product is: [F:21][C:22]1[CH:23]=[C:24]([NH:25][C:2]2[N:3]=[CH:4][C:5]([C:13]([N:15]3[CH2:20][CH2:19][O:18][CH2:17][CH2:16]3)=[O:14])=[C:6]3[C:10]([CH3:11])=[CH:9][N:8]([CH3:12])[C:7]=23)[CH:26]=[C:27]([F:29])[CH:28]=1. (5) The product is: [CH2:9]([O:8][C:6](=[O:7])[C:5]([O:4][C:1](=[O:3])[CH3:2])=[C:32]1[CH2:33][CH2:34][O:29][CH2:30][CH2:31]1)[CH3:10]. Given the reactants [C:1]([O:4][CH:5](P(OCC)(OCC)=O)[C:6]([O:8][CH2:9][CH3:10])=[O:7])(=[O:3])[CH3:2].[Cl-].[Li+].CN(C)C(N(C)C)=N.[O:29]1[CH2:34][CH2:33][C:32](=O)[CH2:31][CH2:30]1, predict the reaction product. (6) The product is: [CH3:29][N:30]([CH3:34])[C:31]([N:16]1[CH2:17][CH2:18][N:13]([C:11]([C:7]2[NH:8][C:9]3[C:5]([CH:6]=2)=[CH:4][C:3]([O:19][CH:20]2[CH2:21][CH2:22][N:23]([CH:26]([CH3:28])[CH3:27])[CH2:24][CH2:25]2)=[C:2]([Cl:1])[CH:10]=3)=[O:12])[CH2:14][CH2:15]1)=[O:32]. Given the reactants [Cl:1][C:2]1[CH:10]=[C:9]2[C:5]([CH:6]=[C:7]([C:11]([N:13]3[CH2:18][CH2:17][NH:16][CH2:15][CH2:14]3)=[O:12])[NH:8]2)=[CH:4][C:3]=1[O:19][CH:20]1[CH2:25][CH2:24][N:23]([CH:26]([CH3:28])[CH3:27])[CH2:22][CH2:21]1.[CH3:29][N:30]([CH3:34])[C:31](Cl)=[O:32], predict the reaction product.